Task: Predict which catalyst facilitates the given reaction.. Dataset: Catalyst prediction with 721,799 reactions and 888 catalyst types from USPTO Reactant: [F:1][C:2]1([F:26])[C:8]([CH3:10])([CH3:9])[O:7][CH2:6][C:5](=O)[NH:4][C@@:3]1([C:13]1[CH:18]=[C:17]([C:19]2[N:20]([CH3:24])[N:21]=[CH:22][CH:23]=2)[CH:16]=[CH:15][C:14]=1[F:25])[CH3:12].COC1C=CC(P2(SP(C3C=CC(OC)=CC=3)(=S)S2)=[S:36])=CC=1. Product: [F:1][C:2]1([F:26])[C:8]([CH3:10])([CH3:9])[O:7][CH2:6][C:5](=[S:36])[NH:4][C@@:3]1([C:13]1[CH:18]=[C:17]([C:19]2[N:20]([CH3:24])[N:21]=[CH:22][CH:23]=2)[CH:16]=[CH:15][C:14]=1[F:25])[CH3:12]. The catalyst class is: 12.